From a dataset of Forward reaction prediction with 1.9M reactions from USPTO patents (1976-2016). Predict the product of the given reaction. (1) The product is: [CH3:72][N:73]([CH2:74][CH2:75][C:76]1[CH:81]=[CH:80][CH:79]=[CH:78][CH:77]=1)[C:53]([C:52]1[CH:51]=[C:50]([C:49](=[C:46]2[CH2:45][CH2:44][NH:43][CH2:48][CH2:47]2)[C:59]2[CH:60]=[CH:61][C:62]([C:65]([N:67]([CH2:70][CH3:71])[CH2:68][CH3:69])=[O:66])=[CH:63][CH:64]=2)[CH:58]=[CH:57][CH:56]=1)=[O:55]. Given the reactants N(C(C1C=C(C(=C2CCNCC2)C2C=CC(C(N(CC)CC)=O)=CC=2)C=CC=1)=O)C1C=CC=CC=1.C(OC([N:43]1[CH2:48][CH2:47][C:46](=[C:49]([C:59]2[CH:64]=[CH:63][C:62]([C:65]([N:67]([CH2:70][CH3:71])[CH2:68][CH3:69])=[O:66])=[CH:61][CH:60]=2)[C:50]2[CH:51]=[C:52]([CH:56]=[CH:57][CH:58]=2)[C:53]([OH:55])=O)[CH2:45][CH2:44]1)=O)(C)(C)C.[CH3:72][NH:73][CH2:74][CH2:75][C:76]1[CH:81]=[CH:80][CH:79]=[CH:78][CH:77]=1.C(O)(C(F)(F)F)=O, predict the reaction product. (2) Given the reactants [CH3:1][N:2]([CH2:4][C:5]1[N:6]=[C:7]([C:14]2[CH:19]=[CH:18][CH:17]=[CH:16][N:15]=2)[S:8][C:9]=1[C:10](OC)=[O:11])[CH3:3].[H-].[Al+3].[Li+].[H-].[H-].[H-].[C@H](O)(C([O-])=O)[C@@H](O)C([O-])=O.[Na+].[K+], predict the reaction product. The product is: [CH3:3][N:2]([CH2:4][C:5]1[N:6]=[C:7]([C:14]2[CH:19]=[CH:18][CH:17]=[CH:16][N:15]=2)[S:8][C:9]=1[CH2:10][OH:11])[CH3:1]. (3) Given the reactants [CH:1]([C@:4]1([C:16]([O:18][CH3:19])=[O:17])[CH2:8][CH2:7][C@@H:6]([NH:9][CH:10]2[CH2:15][CH2:14][O:13][CH2:12][CH2:11]2)[CH2:5]1)([CH3:3])[CH3:2].C=O.[C:22](O[BH-](OC(=O)C)OC(=O)C)(=O)C.[Na+], predict the reaction product. The product is: [CH:1]([C@:4]1([C:16]([O:18][CH3:19])=[O:17])[CH2:8][CH2:7][C@@H:6]([N:9]([CH3:22])[CH:10]2[CH2:15][CH2:14][O:13][CH2:12][CH2:11]2)[CH2:5]1)([CH3:3])[CH3:2]. (4) Given the reactants [C:1]([O:5][C:6]([N:8]1[CH2:13][CH2:12][NH:11][CH2:10][C@@H:9]1[CH:14]([CH3:16])[CH3:15])=[O:7])([CH3:4])([CH3:3])[CH3:2].[H-].[Na+].Cl[C:20]1[O:21][C:22]2[C:23](=[C:25]([C:29]([O:31][CH3:32])=[O:30])[CH:26]=[CH:27][CH:28]=2)[N:24]=1, predict the reaction product. The product is: [C:1]([O:5][C:6]([N:8]1[CH2:13][CH2:12][N:11]([C:20]2[O:21][C:22]3[C:23](=[C:25]([C:29]([O:31][CH3:32])=[O:30])[CH:26]=[CH:27][CH:28]=3)[N:24]=2)[CH2:10][C@@H:9]1[CH:14]([CH3:16])[CH3:15])=[O:7])([CH3:4])([CH3:3])[CH3:2]. (5) Given the reactants [OH-].[K+].[CH2:3]([O:10][C:11]1[CH:37]=[CH:36][C:14]([CH2:15][C:16]([CH2:27][CH2:28][CH2:29][C:30]2[CH:35]=[CH:34][CH:33]=[CH:32][CH:31]=2)(C(OCC)=O)[C:17]([O:19][CH2:20][CH3:21])=[O:18])=[CH:13][CH:12]=1)[C:4]1[CH:9]=[CH:8][CH:7]=[CH:6][CH:5]=1, predict the reaction product. The product is: [CH2:3]([O:10][C:11]1[CH:12]=[CH:13][C:14]([CH2:15][CH:16]([CH2:27][CH2:28][CH2:29][C:30]2[CH:35]=[CH:34][CH:33]=[CH:32][CH:31]=2)[C:17]([O:19][CH2:20][CH3:21])=[O:18])=[CH:36][CH:37]=1)[C:4]1[CH:5]=[CH:6][CH:7]=[CH:8][CH:9]=1. (6) Given the reactants Cl[C:2]1[C:11]([CH:12]=[O:13])=[CH:10][C:9]2[C:4](=[C:5]([Cl:14])[CH:6]=[CH:7][CH:8]=2)[N:3]=1.[C:15]1([OH:21])[CH:20]=[CH:19][CH:18]=[CH:17][CH:16]=1.C([O-])([O-])=O.[K+].[K+], predict the reaction product. The product is: [Cl:14][C:5]1[CH:6]=[CH:7][CH:8]=[C:9]2[C:4]=1[N:3]=[C:2]([O:21][C:15]1[CH:20]=[CH:19][CH:18]=[CH:17][CH:16]=1)[C:11]([CH:12]=[O:13])=[CH:10]2. (7) Given the reactants [CH3:1][O:2][C:3]([C@@H:5]1[CH2:9][C@H:8]([O:10][C:11]2[CH:20]=[C:19]3[C:14]([C:15](Cl)=[N:16][CH:17]=[N:18]3)=[CH:13][CH:12]=2)[CH2:7][N:6]1C(OC(C)(C)C)=O)=[O:4].[Cl:29][C:30]1[C:31]([F:37])=[C:32]([CH:34]=[CH:35][CH:36]=1)[NH2:33].Cl, predict the reaction product. The product is: [Cl:29][C:30]1[C:31]([F:37])=[C:32]([NH:33][C:15]2[C:14]3[C:19](=[CH:20][C:11]([O:10][C@@H:8]4[CH2:7][NH:6][C@H:5]([C:3]([O:2][CH3:1])=[O:4])[CH2:9]4)=[CH:12][CH:13]=3)[N:18]=[CH:17][N:16]=2)[CH:34]=[CH:35][CH:36]=1. (8) Given the reactants [CH3:1][CH2:2][O:3][C:4]([C@H:6]1[CH:10]=[CH:9][CH2:8][N:7]1C(OC(C)(C)C)=O)=[O:5].[F:18][C:19]([F:24])([F:23])[C:20]([OH:22])=[O:21], predict the reaction product. The product is: [F:18][C:19]([F:24])([F:23])[C:20]([OH:22])=[O:21].[CH2:2]([O:3][C:4]([C@H:6]1[CH:10]=[CH:9][CH2:8][NH:7]1)=[O:5])[CH3:1]. (9) Given the reactants [OH-:1].[K+].[C:3]1([C:9]2([C:12]#N)[CH2:11][CH2:10]2)[CH:8]=[CH:7][CH:6]=[CH:5][CH:4]=1.[OH2:14], predict the reaction product. The product is: [C:3]1([C:9]2([C:12]([OH:14])=[O:1])[CH2:11][CH2:10]2)[CH:8]=[CH:7][CH:6]=[CH:5][CH:4]=1. (10) Given the reactants CC1(C)[O:27][C@@H:5]2[CH2:6][N:7]([C:10]3[CH:11]=[N:12][N:13]4[CH2:18][C@H:17]([CH3:19])[N:16]([C:20]([O:22]C(C)(C)C)=O)[CH2:15][C:14]=34)[C:8](=[O:9])[C@@H:4]2[O:3]1.C(N(C(C)C)C(C)C)C.[F:38][C:39]1[CH:40]=[C:41]([NH:47]C(=O)OC2C=CC=CC=2)[CH:42]=[C:43]([F:46])[C:44]=1[F:45], predict the reaction product. The product is: [OH:3][C@@H:4]1[C@H:5]([OH:27])[CH2:6][N:7]([C:10]2[CH:11]=[N:12][N:13]3[CH2:18][C@H:17]([CH3:19])[N:16]([C:20]([NH:47][C:41]4[CH:40]=[C:39]([F:38])[C:44]([F:45])=[C:43]([F:46])[CH:42]=4)=[O:22])[CH2:15][C:14]=23)[C:8]1=[O:9].